Task: Predict which catalyst facilitates the given reaction.. Dataset: Catalyst prediction with 721,799 reactions and 888 catalyst types from USPTO (1) Reactant: [F:1][C:2]1[C:3]([CH3:26])=[C:4]([C:8]2[NH:9][C:10]3[C:15]([CH:16]=2)=[CH:14][C:13](B2OC(C)(C)C(C)(C)O2)=[CH:12][CH:11]=3)[CH:5]=[N:6][CH:7]=1.Br[C:28]1[C:29]([CH3:38])=[CH:30][C:31]([S:34]([CH3:37])(=[O:36])=[O:35])=[N:32][CH:33]=1.C(=O)([O-])[O-].[K+].[K+]. Product: [F:1][C:2]1[C:3]([CH3:26])=[C:4]([C:8]2[NH:9][C:10]3[C:15]([CH:16]=2)=[CH:14][C:13]([C:28]2[CH:33]=[N:32][C:31]([S:34]([CH3:37])(=[O:35])=[O:36])=[CH:30][C:29]=2[CH3:38])=[CH:12][CH:11]=3)[CH:5]=[N:6][CH:7]=1. The catalyst class is: 75. (2) Reactant: [OH:1][CH:2]1[CH2:7][CH2:6][N:5]([C:8]([O:10][C:11]([CH3:14])([CH3:13])[CH3:12])=[O:9])[CH2:4][CH2:3]1.[F:15][C:16]([F:25])([F:24])[C:17]1[CH:22]=[CH:21][CH:20]=[CH:19][C:18]=1O.C1(P(C2C=CC=CC=2)C2C=CC=CC=2)C=CC=CC=1.N(C(OCC)=O)=NC(OCC)=O. Product: [F:15][C:16]([F:25])([F:24])[C:17]1[CH:22]=[CH:21][CH:20]=[CH:19][C:18]=1[O:1][CH:2]1[CH2:3][CH2:4][N:5]([C:8]([O:10][C:11]([CH3:14])([CH3:13])[CH3:12])=[O:9])[CH2:6][CH2:7]1. The catalyst class is: 54. (3) Reactant: [C:1]([O:5][C:6]([N:8]1[CH2:12][CH:11]=[CH:10][CH2:9]1)=[O:7])([CH3:4])([CH3:3])[CH3:2].ClC1C=C(C=CC=1)C(OO)=[O:18].ClCCl. Product: [C:1]([O:5][C:6]([N:8]1[CH2:12][CH:11]2[CH:10]([O:18]2)[CH2:9]1)=[O:7])([CH3:4])([CH3:2])[CH3:3]. The catalyst class is: 26. (4) Reactant: Br[C:2]1[CH:3]=[C:4]([C:12]([O:14]C)=[O:13])[CH:5]=[C:6]([CH:11]=1)[C:7]([O:9][CH3:10])=[O:8].[F:16][C:17]1[CH:22]=[C:21]([F:23])[CH:20]=[CH:19][C:18]=1B(O)O.C([O-])([O-])=O.[Na+].[Na+]. Product: [F:16][C:17]1[CH:22]=[C:21]([F:23])[CH:20]=[CH:19][C:18]=1[C:2]1[CH:11]=[C:6]([C:7]([O:9][CH3:10])=[O:8])[CH:5]=[C:4]([C:12]([OH:14])=[O:13])[CH:3]=1.[F:16][C:17]1[CH:22]=[C:21]([F:23])[CH:20]=[CH:19][C:18]=1[C:2]1[CH:3]=[C:4]([C:12]([OH:14])=[O:13])[CH:5]=[C:6]([C:7]([OH:9])=[O:8])[CH:11]=1. The catalyst class is: 128. (5) Reactant: C([S:4][CH2:5][CH:6]([CH2:24][S:25]C(=O)C)[CH2:7][CH2:8][CH2:9][CH2:10][C:11]1[N:12]=[C:13]([C:17]2[CH:22]=[CH:21][C:20]([CH3:23])=[CH:19][CH:18]=2)[O:14][C:15]=1[CH3:16])(=O)C.[OH-].[Na+].Cl. Product: [SH:4][CH2:5][CH:6]([CH2:24][SH:25])[CH2:7][CH2:8][CH2:9][CH2:10][C:11]1[N:12]=[C:13]([C:17]2[CH:22]=[CH:21][C:20]([CH3:23])=[CH:19][CH:18]=2)[O:14][C:15]=1[CH3:16]. The catalyst class is: 5.